From a dataset of Forward reaction prediction with 1.9M reactions from USPTO patents (1976-2016). Predict the product of the given reaction. (1) Given the reactants [N:1]([C:4]1([C:18]2[S:19][C:20]([C:23]3[CH:28]=[C:27]([CH3:29])[CH:26]=[C:25]([NH:30][C:31]4[CH:36]=[C:35]([C:37]([F:40])([F:39])[F:38])[CH:34]=[CH:33][N:32]=4)[N:24]=3)=[CH:21][N:22]=2)[CH2:13][CH2:12][CH2:11][C:10]2[CH:9]=[C:8]([C:14]([O:16][CH3:17])=[O:15])[CH:7]=[CH:6][C:5]1=2)=[N+]=[N-].CP(C)C, predict the reaction product. The product is: [NH2:1][C:4]1([C:18]2[S:19][C:20]([C:23]3[CH:28]=[C:27]([CH3:29])[CH:26]=[C:25]([NH:30][C:31]4[CH:36]=[C:35]([C:37]([F:38])([F:40])[F:39])[CH:34]=[CH:33][N:32]=4)[N:24]=3)=[CH:21][N:22]=2)[CH2:13][CH2:12][CH2:11][C:10]2[CH:9]=[C:8]([C:14]([O:16][CH3:17])=[O:15])[CH:7]=[CH:6][C:5]1=2. (2) Given the reactants B(C1CCCCC1)C1CCCCC1.[CH3:14][C:15]([CH3:19])([CH3:18])[C:16]#[CH:17].[Zn](CC)CC.[Br:25][C:26]1[CH:33]=[CH:32][CH:31]=[CH:30][C:27]=1[CH:28]=[O:29].CC([O:37]C([C@H](O)[C@@H](O)C(OC(C)C)=O)=O)C, predict the reaction product. The product is: [Br:25][C:26]1[CH:33]=[CH:32][CH:31]=[CH:30][C:27]=1[CH:28]([CH:17]1[CH:16]([C:15]([CH3:19])([CH3:18])[CH3:14])[O:37]1)[OH:29].